Dataset: Catalyst prediction with 721,799 reactions and 888 catalyst types from USPTO. Task: Predict which catalyst facilitates the given reaction. (1) Reactant: [N:1]1([CH2:7][C:8]2[CH:13]=[CH:12][C:11]([CH2:14][NH:15][C:16](=[O:18])[CH3:17])=[CH:10][CH:9]=2)[CH2:6][CH2:5][NH:4][CH2:3][CH2:2]1.[Cl:19][C:20]1[N:25]=[C:24]([Cl:26])[CH:23]=[CH:22][N:21]=1.C(=O)([O-])[O-].[K+].[K+]. Product: [Cl:19][C:20]1[N:25]=[C:24]([N:4]2[CH2:5][CH2:6][N:1]([CH2:7][C:8]3[CH:9]=[CH:10][C:11]([CH2:14][NH:15][C:16](=[O:18])[CH3:17])=[CH:12][CH:13]=3)[CH2:2][CH2:3]2)[CH:23]=[CH:22][N:21]=1.[Cl:26][C:24]1[CH:23]=[CH:22][N:21]=[C:20]([N:4]2[CH2:5][CH2:6][N:1]([CH2:7][C:8]3[CH:9]=[CH:10][C:11]([CH2:14][NH:15][C:16](=[O:18])[CH3:17])=[CH:12][CH:13]=3)[CH2:2][CH2:3]2)[N:25]=1. The catalyst class is: 6. (2) Reactant: [CH2:1]([Li])[CH2:2][CH2:3][CH3:4].O=O.Br[C:9]1[CH:14]=[CH:13][C:12]([Cl:15])=[C:11]([CH2:16][C:17]2[CH:22]=[CH:21][C:20]([O:23][CH3:24])=[CH:19][CH:18]=2)[CH:10]=1.CON(C)[C:28](=[O:80])[C@H:29]([O:72]CC1C=CC=CC=1)[C@@H:30]([O:64][CH2:65][C:66]1[CH:71]=[CH:70][CH:69]=[CH:68][CH:67]=1)[C@H:31]([O:56][CH2:57][C:58]1[CH:63]=[CH:62][CH:61]=[CH:60][CH:59]=1)[C:32]([OH:55])([CH2:44][O:45][CH2:46][C:47]1[CH:52]=[CH:51][C:50]([O:53][CH3:54])=[CH:49][CH:48]=1)[CH2:33][O:34][CH2:35][C:36]1[CH:41]=[CH:40][C:39]([O:42][CH3:43])=[CH:38][CH:37]=1.[Al].O1C[CH2:86][CH2:85][CH2:84]1. Product: [CH2:1]([O:72][CH:29]1[C@@H:30]([O:64][CH2:65][C:66]2[CH:67]=[CH:68][CH:69]=[CH:70][CH:71]=2)[C@H:31]([O:56][CH2:57][C:58]2[CH:63]=[CH:62][CH:61]=[CH:60][CH:59]=2)[C:32]([CH2:44][O:45][CH2:46][C:47]2[CH:48]=[CH:49][C:50]([O:53][CH3:54])=[CH:51][CH:52]=2)([CH2:33][O:34][CH2:35][C:36]2[CH:37]=[CH:38][C:39]([O:42][CH3:43])=[CH:40][CH:41]=2)[O:55][C:28]1([C:9]1[CH:14]=[CH:13][C:12]([Cl:15])=[C:11]([CH2:16][C:17]2[CH:22]=[CH:21][C:20]([O:23][CH3:24])=[CH:19][CH:18]=2)[CH:10]=1)[OH:80])[C:2]1[CH:86]=[CH:85][CH:84]=[CH:4][CH:3]=1. The catalyst class is: 27. (3) Reactant: C([O:5][C:6](=[O:38])[CH2:7][O:8][C:9]1[C:18]2[CH2:17][CH2:16][CH2:15][C@@H:14]([NH:19][S:20]([C:23]3[CH:28]=[CH:27][C:26]([O:29][C:30]4[CH:35]=[CH:34][C:33]([Cl:36])=[CH:32][CH:31]=4)=[C:25]([Cl:37])[CH:24]=3)(=[O:22])=[O:21])[C:13]=2[CH:12]=[CH:11][CH:10]=1)(C)(C)C.[OH-].[Na+]. Product: [Cl:37][C:25]1[CH:24]=[C:23]([S:20]([NH:19][C@@H:14]2[CH2:15][CH2:16][CH2:17][C:18]3[C:9]([O:8][CH2:7][C:6]([OH:38])=[O:5])=[CH:10][CH:11]=[CH:12][C:13]2=3)(=[O:21])=[O:22])[CH:28]=[CH:27][C:26]=1[O:29][C:30]1[CH:35]=[CH:34][C:33]([Cl:36])=[CH:32][CH:31]=1. The catalyst class is: 7. (4) Reactant: C[O:2][CH:3](OC)[CH2:4][N:5]1[C:9]2[C:10]([C:14]([O:16][CH3:17])=[O:15])=[CH:11][CH:12]=[CH:13][C:8]=2[N:7]=[C:6]1[C:18]1[CH:23]=[CH:22][C:21]([F:24])=[CH:20][CH:19]=1.O.FC(F)(F)C(O)=O. Product: [F:24][C:21]1[CH:22]=[CH:23][C:18]([C:6]2[N:5]([CH2:4][CH:3]=[O:2])[C:9]3[C:10]([C:14]([O:16][CH3:17])=[O:15])=[CH:11][CH:12]=[CH:13][C:8]=3[N:7]=2)=[CH:19][CH:20]=1. The catalyst class is: 26. (5) Reactant: [CH3:1][O:2][C:3](=[O:15])[C:4]1[C:5](=[C:10]([OH:14])[CH:11]=[CH:12][CH:13]=1)[C:6]([O:8][CH3:9])=[O:7].[Cl:16][C:17]1[C:18]2[CH:27]=[CH:26][CH:25]=[CH:24][C:19]=2[S:20][C:21]=1[CH2:22]O.C1(P(C2C=CC=CC=2)C2C=CC=CC=2)C=CC=CC=1.N(C(OC(C)C)=O)=NC(OC(C)C)=O. Product: [CH3:1][O:2][C:3](=[O:15])[C:4]1[C:5](=[C:10]([O:14][CH2:22][C:21]2[S:20][C:19]3[CH:24]=[CH:25][CH:26]=[CH:27][C:18]=3[C:17]=2[Cl:16])[CH:11]=[CH:12][CH:13]=1)[C:6]([O:8][CH3:9])=[O:7]. The catalyst class is: 1. (6) Reactant: C[O:2][CH:3](OC)[CH2:4][N:5]1[CH2:9][CH2:8][CH2:7][S:6]1(=[O:11])=[O:10].Cl. Product: [O:10]=[S:6]1(=[O:11])[CH2:7][CH2:8][CH2:9][N:5]1[CH2:4][CH:3]=[O:2]. The catalyst class is: 21. (7) Reactant: [CH2:1]([Li])[CH2:2]CC.C(NC(C)C)(C)C.[CH2:13]([CH:15]1[CH:20]([C:21](=[O:23])[CH3:22])[CH:19]([CH3:24])[CH:18]=[CH:17][CH2:16]1)[CH3:14].C(=O)C.Cl.[Na+].[Cl-].O.C1(C)C=CC(S(O)(=O)=O)=CC=1.C([O-])([O-])=O.[Na+].[Na+]. Product: [CH2:13]([C@@H:15]1[C@H:20]([C:21](=[O:23])/[CH:22]=[CH:1]/[CH3:2])[C@@H:19]([CH3:24])[CH:18]=[CH:17][CH2:16]1)[CH3:14]. The catalyst class is: 7.